From a dataset of Catalyst prediction with 721,799 reactions and 888 catalyst types from USPTO. Predict which catalyst facilitates the given reaction. Reactant: [F:1][C:2]1[CH:7]=[C:6]([F:8])[CH:5]=[CH:4][C:3]=1[C:9]1[N:14]=[N:13][C:12]([NH2:15])=[N:11][CH:10]=1.[Cl:16][CH2:17][C:18]([CH2:20]Cl)=O.O.C(OCC)(=O)C. Product: [Cl:16][CH2:17][C:18]1[N:15]=[C:12]2[N:11]=[CH:10][C:9]([C:3]3[CH:4]=[CH:5][C:6]([F:8])=[CH:7][C:2]=3[F:1])=[N:14][N:13]2[CH:20]=1. The catalyst class is: 9.